Task: Predict the reaction yield, written as a fraction of the theoretical maximum amount of product (1.0 means a 100% yield; for example, 0.34 means a 34% yield).. Dataset: Reaction yield outcomes from USPTO patents with 853,638 reactions (1) The reactants are [Br:1][C:2]1[CH:3]=[C:4]([N+:12]([O-:14])=[O:13])[C:5]2[N:9]=[C:8]([CH3:10])[NH:7][C:6]=2[CH:11]=1.Br[CH2:16][C:17]1[C:26]2[C:21](=[CH:22][CH:23]=[CH:24][CH:25]=2)[CH:20]=[CH:19][CH:18]=1.C([O-])([O-])=O.[K+].[K+]. The catalyst is CN(C=O)C. The product is [Br:1][C:2]1[CH:3]=[C:4]([N+:12]([O-:14])=[O:13])[C:5]2[N:9]=[C:8]([CH3:10])[N:7]([CH2:16][C:17]3[C:26]4[C:21](=[CH:22][CH:23]=[CH:24][CH:25]=4)[CH:20]=[CH:19][CH:18]=3)[C:6]=2[CH:11]=1. The yield is 1.00. (2) The reactants are [CH3:1][C:2]1[N:28]([CH3:29])[C:5]2[CH:6]=[C:7]([C:23]([O:25][CH2:26][CH3:27])=[O:24])[C:8]3[C:9](=O)[CH2:10][C:11]4([NH:20][C:21]=3[C:4]=2[N:3]=1)[CH2:19][C:18]1[C:13](=[CH:14][CH:15]=[CH:16][CH:17]=1)[CH2:12]4.C([SiH](CC)CC)C.C(=O)([O-])O.[Na+]. The catalyst is FC(F)(F)C(O)=O. The product is [CH3:1][C:2]1[N:28]([CH3:29])[C:5]2[CH:6]=[C:7]([C:23]([O:25][CH2:26][CH3:27])=[O:24])[C:8]3[CH2:9][CH2:10][C:11]4([NH:20][C:21]=3[C:4]=2[N:3]=1)[CH2:19][C:18]1[C:13](=[CH:14][CH:15]=[CH:16][CH:17]=1)[CH2:12]4. The yield is 0.480. (3) The reactants are [CH3:1][O:2][C:3]([NH:5][CH:6]1[CH2:11][CH2:10][CH2:9][N:8]([CH:12]([CH3:16])[C:13]([OH:15])=O)[C:7]1=[O:17])=[O:4].CN(C(ON1N=NC2C=CC=NC1=2)=[N+](C)C)C.F[P-](F)(F)(F)(F)F.CN1CCOCC1.[CH3:49][O:50][C:51](=[O:85])[NH:52][CH:53]([C:57]([N:59]1[CH2:63][CH2:62][CH2:61][CH:60]1[C:64]1[NH:65][C:66]([C:69]2[CH:74]=[CH:73][C:72]([C:75]3[CH:80]=[CH:79][C:78]([C:81](=[O:84])[CH2:82][NH2:83])=[CH:77][CH:76]=3)=[CH:71][CH:70]=2)=[CH:67][N:68]=1)=[O:58])[CH:54]([CH3:56])[CH3:55]. The catalyst is CN(C)C=O. The product is [CH3:1][O:2][C:3](=[O:4])[NH:5][CH:6]1[CH2:11][CH2:10][CH2:9][N:8]([CH:12]([C:13](=[O:15])[NH:83][CH2:82][C:81]([C:78]2[CH:79]=[CH:80][C:75]([C:72]3[CH:71]=[CH:70][C:69]([C:66]4[NH:65][C:64]([CH:60]5[CH2:61][CH2:62][CH2:63][N:59]5[C:57](=[O:58])[CH:53]([NH:52][C:51]([O:50][CH3:49])=[O:85])[CH:54]([CH3:56])[CH3:55])=[N:68][CH:67]=4)=[CH:74][CH:73]=3)=[CH:76][CH:77]=2)=[O:84])[CH3:16])[C:7]1=[O:17]. The yield is 0.990. (4) The yield is 0.840. The reactants are F[C:2]1[CH:11]=[CH:10][C:9]2[NH:8][CH:7]=[C:6]3[C:12](=[O:21])[N:13]([C:15]4[CH:20]=[CH:19][CH:18]=[CH:17][CH:16]=4)[N:14]=[C:5]3[C:4]=2[CH:3]=1.[CH:22]([N:25]1[CH2:30][CH2:29][NH:28][CH2:27][CH2:26]1)([CH3:24])[CH3:23]. The product is [CH:22]([N:25]1[CH2:30][CH2:29][N:28]([C:2]2[CH:11]=[CH:10][C:9]3[NH:8][CH:7]=[C:6]4[C:12](=[O:21])[N:13]([C:15]5[CH:20]=[CH:19][CH:18]=[CH:17][CH:16]=5)[N:14]=[C:5]4[C:4]=3[CH:3]=2)[CH2:27][CH2:26]1)([CH3:24])[CH3:23]. No catalyst specified. (5) The reactants are [H-].[Na+].[Br:3][C:4]1[CH:9]=[CH:8][N:7]=[C:6]([OH:10])[CH:5]=1.[CH3:11]I. The catalyst is C1COCC1. The product is [Br:3][C:4]1[CH:9]=[CH:8][N:7]([CH3:11])[C:6](=[O:10])[CH:5]=1. The yield is 0.500. (6) The product is [CH:1]([C:4]1[CH:5]=[CH:6][C:7]([CH:10]=[C:11]([CH3:17])[CH2:12][OH:13])=[CH:8][CH:9]=1)([CH3:3])[CH3:2]. The reactants are [CH:1]([C:4]1[CH:9]=[CH:8][C:7]([CH:10]=[C:11]([CH3:17])[C:12](OCC)=[O:13])=[CH:6][CH:5]=1)([CH3:3])[CH3:2].[Cl-].[Ce+3].[Cl-].[Cl-].[H-].[Al+3].[Li+].[H-].[H-].[H-].O. The catalyst is O1CCCC1. The yield is 0.860. (7) The reactants are CC([N:5]([CH2:9][C:10]1[CH:15]=[CH:14][CH:13]=[C:12]([CH2:16][NH:17][C:18]([N:20]2[CH2:25][CH2:24][N:23]3[C:26](=[O:41])[O:27][C:28]([C:35]4[CH:40]=[CH:39][CH:38]=[CH:37][CH:36]=4)([C:29]4[CH:34]=[CH:33][CH:32]=[CH:31][CH:30]=4)[CH:22]3[CH2:21]2)=[O:19])[CH:11]=1)C(=O)[O-])(C)C.[F:42][C:43]([F:48])([F:47])[C:44]([OH:46])=[O:45].C(OC(C)C)(C)C. The yield is 0.840. No catalyst specified. The product is [F:42][C:43]([F:48])([F:47])[C:44]([OH:46])=[O:45].[NH2:5][CH2:9][C:10]1[CH:11]=[C:12]([CH2:16][NH:17][C:18]([N:20]2[CH2:25][CH2:24][N:23]3[C:26](=[O:41])[O:27][C:28]([C:35]4[CH:40]=[CH:39][CH:38]=[CH:37][CH:36]=4)([C:29]4[CH:34]=[CH:33][CH:32]=[CH:31][CH:30]=4)[CH:22]3[CH2:21]2)=[O:19])[CH:13]=[CH:14][CH:15]=1.